The task is: Regression. Given two drug SMILES strings and cell line genomic features, predict the synergy score measuring deviation from expected non-interaction effect.. This data is from NCI-60 drug combinations with 297,098 pairs across 59 cell lines. (1) Drug 1: CC1CCC2CC(C(=CC=CC=CC(CC(C(=O)C(C(C(=CC(C(=O)CC(OC(=O)C3CCCCN3C(=O)C(=O)C1(O2)O)C(C)CC4CCC(C(C4)OC)OCCO)C)C)O)OC)C)C)C)OC. Drug 2: C1=CN(C=N1)CC(O)(P(=O)(O)O)P(=O)(O)O. Cell line: OVCAR-5. Synergy scores: CSS=18.0, Synergy_ZIP=-3.75, Synergy_Bliss=-0.212, Synergy_Loewe=-14.7, Synergy_HSA=-0.415. (2) Drug 1: CC1CCC2CC(C(=CC=CC=CC(CC(C(=O)C(C(C(=CC(C(=O)CC(OC(=O)C3CCCCN3C(=O)C(=O)C1(O2)O)C(C)CC4CCC(C(C4)OC)O)C)C)O)OC)C)C)C)OC. Drug 2: CS(=O)(=O)OCCCCOS(=O)(=O)C. Cell line: HCT116. Synergy scores: CSS=17.2, Synergy_ZIP=-9.28, Synergy_Bliss=-5.82, Synergy_Loewe=-12.6, Synergy_HSA=-5.41. (3) Drug 1: C1=CC(=C2C(=C1NCCNCCO)C(=O)C3=C(C=CC(=C3C2=O)O)O)NCCNCCO. Drug 2: CNC(=O)C1=NC=CC(=C1)OC2=CC=C(C=C2)NC(=O)NC3=CC(=C(C=C3)Cl)C(F)(F)F. Cell line: COLO 205. Synergy scores: CSS=65.2, Synergy_ZIP=4.97, Synergy_Bliss=4.40, Synergy_Loewe=6.80, Synergy_HSA=8.52. (4) Drug 1: CCC1(CC2CC(C3=C(CCN(C2)C1)C4=CC=CC=C4N3)(C5=C(C=C6C(=C5)C78CCN9C7C(C=CC9)(C(C(C8N6C=O)(C(=O)OC)O)OC(=O)C)CC)OC)C(=O)OC)O.OS(=O)(=O)O. Drug 2: C1C(C(OC1N2C=NC3=C(N=C(N=C32)Cl)N)CO)O. Cell line: HCT-15. Synergy scores: CSS=29.2, Synergy_ZIP=-2.53, Synergy_Bliss=-1.18, Synergy_Loewe=-12.0, Synergy_HSA=-2.76.